Dataset: Forward reaction prediction with 1.9M reactions from USPTO patents (1976-2016). Task: Predict the product of the given reaction. (1) Given the reactants P([O-])([O-])([O-])=O.C1N=C(N)C2N=CN([C@@H]3O[C@H](COP(OP(OC[C@H]4O[C@@H](N5C=C(C(N)=O)CC=C5)[C@H](O)[C@@H]4O)(O)=O)(O)=O)[C@@H](O)[C@H]3OP(O)(O)=O)C=2N=1.[C:54]([NH:62][CH2:63][CH:64]([C:69](=[O:71])[CH3:70])[C:65]([O:67][CH3:68])=[O:66])(=[O:61])[C:55]1[CH:60]=[CH:59][CH:58]=[CH:57][CH:56]=1, predict the reaction product. The product is: [C:54]([NH:62][CH2:63][C@@H:64]([C@H:69]([OH:71])[CH3:70])[C:65]([O:67][CH3:68])=[O:66])(=[O:61])[C:55]1[CH:56]=[CH:57][CH:58]=[CH:59][CH:60]=1. (2) Given the reactants [NH2:1]C1C=NC2C(C=1NCC(C)(O)C)=CC=C(OCC1C=CC=CC=1)C=2.C(OCC(Cl)=O)C.C(OCC(Cl)=O)(=O)C.[CH2:41]([O:48][C:49]1[CH:50]=[CH:51][C:52]2[C:53]3[N:61]([CH2:62][C:63]([CH3:66])([OH:65])[CH3:64])[C:60]([CH2:67][O:68][CH2:69][CH3:70])=[N:59][C:54]=3[CH:55]=[N:56][C:57]=2[CH:58]=1)[C:42]1[CH:47]=[CH:46][CH:45]=[CH:44][CH:43]=1, predict the reaction product. The product is: [NH2:1][C:55]1[C:54]2[N:59]=[C:60]([CH2:67][O:68][CH2:69][CH3:70])[N:61]([CH2:62][C:63]([CH3:64])([OH:65])[CH3:66])[C:53]=2[C:52]2[CH:51]=[CH:50][C:49]([O:48][CH2:41][C:42]3[CH:47]=[CH:46][CH:45]=[CH:44][CH:43]=3)=[CH:58][C:57]=2[N:56]=1. (3) Given the reactants [F:1][C:2]([F:24])([F:23])[C:3]1[CH:8]=[CH:7][C:6]([S:9]([N:12]2[CH2:22][CH2:21][C:15]3([C:19](=[O:20])[NH:18][CH2:17][CH2:16]3)[CH2:14][CH2:13]2)(=[O:11])=[O:10])=[CH:5][CH:4]=1.[H-].[Na+].FC(F)(F)S(O[CH2:33][C:34]([F:37])([F:36])[F:35])(=O)=O.ClCCl, predict the reaction product. The product is: [F:35][C:34]([F:37])([F:36])[CH2:33][N:18]1[CH2:17][CH2:16][C:15]2([CH2:21][CH2:22][N:12]([S:9]([C:6]3[CH:7]=[CH:8][C:3]([C:2]([F:1])([F:23])[F:24])=[CH:4][CH:5]=3)(=[O:10])=[O:11])[CH2:13][CH2:14]2)[C:19]1=[O:20]. (4) Given the reactants [F:1][C:2]1[CH:7]=[C:6]([F:8])[CH:5]=[CH:4][C:3]=1[CH2:9][C:10]([N:12]1[CH2:17][CH2:16][N:15]([C:18]([O:20][C:21]([CH3:24])([CH3:23])[CH3:22])=[O:19])[CH2:14][CH2:13]1)=O, predict the reaction product. The product is: [F:1][C:2]1[CH:7]=[C:6]([F:8])[CH:5]=[CH:4][C:3]=1[CH2:9][CH2:10][N:12]1[CH2:13][CH2:14][N:15]([C:18]([O:20][C:21]([CH3:23])([CH3:24])[CH3:22])=[O:19])[CH2:16][CH2:17]1. (5) The product is: [N:1]([C@H:10]1[CH2:14][CH2:13][C@H:12]([NH:15][C:16](=[O:17])[O:18][C:19]([CH3:21])([CH3:20])[CH3:22])[CH2:11]1)=[N+:2]=[N-:3]. Given the reactants [N-:1]=[N+:2]=[N-:3].[Na+].CS(O[C@@H:10]1[CH2:14][CH2:13][C@H:12]([NH:15][C:16]([O:18][C:19]([CH3:22])([CH3:21])[CH3:20])=[O:17])[CH2:11]1)(=O)=O.O, predict the reaction product.